Dataset: Blood-brain barrier permeability classification from the B3DB database. Task: Regression/Classification. Given a drug SMILES string, predict its absorption, distribution, metabolism, or excretion properties. Task type varies by dataset: regression for continuous measurements (e.g., permeability, clearance, half-life) or binary classification for categorical outcomes (e.g., BBB penetration, CYP inhibition). Dataset: b3db_classification. (1) The molecule is C[C@@H](NC(C)(C)C)C(=O)c1ccc(Cl)cc1. The result is 1 (penetrates BBB). (2) The drug is C[N+]1(C)CCC[C@@H]1COC(=O)C(O)(c1ccccc1)c1ccccc1. The result is 0 (does not penetrate BBB). (3) The drug is CNCCC=C1c2ccccc2[C@H]2C[C@H]2c2ccccc21. The result is 1 (penetrates BBB).